Regression. Given a peptide amino acid sequence and an MHC pseudo amino acid sequence, predict their binding affinity value. This is MHC class I binding data. From a dataset of Peptide-MHC class I binding affinity with 185,985 pairs from IEDB/IMGT. (1) The peptide sequence is FSKKKVCFV. The binding affinity (normalized) is 0.347. The MHC is HLA-A30:01 with pseudo-sequence HLA-A30:01. (2) The binding affinity (normalized) is 0.0352. The peptide sequence is YQPQNGQFI. The MHC is H-2-Kb with pseudo-sequence H-2-Kb. (3) The peptide sequence is QTLISLNSM. The MHC is HLA-A68:02 with pseudo-sequence HLA-A68:02. The binding affinity (normalized) is 0.0875. (4) The binding affinity (normalized) is 0.312. The peptide sequence is RTRDIYISRR. The MHC is HLA-A68:01 with pseudo-sequence HLA-A68:01. (5) The peptide sequence is MMSAPPAEY. The MHC is HLA-A23:01 with pseudo-sequence HLA-A23:01. The binding affinity (normalized) is 0. (6) The peptide sequence is FLRKNQRAL. The MHC is HLA-A80:01 with pseudo-sequence HLA-A80:01. The binding affinity (normalized) is 0.0847. (7) The peptide sequence is FIRDCSVAL. The MHC is HLA-A02:12 with pseudo-sequence HLA-A02:12. The binding affinity (normalized) is 0.606. (8) The peptide sequence is IAIFNNRNLA. The MHC is HLA-A02:02 with pseudo-sequence HLA-A02:02. The binding affinity (normalized) is 0.250. (9) The peptide sequence is TVAHQVCPY. The MHC is HLA-B48:01 with pseudo-sequence HLA-B48:01. The binding affinity (normalized) is 0.0847.